Regression. Given two drug SMILES strings and cell line genomic features, predict the synergy score measuring deviation from expected non-interaction effect. From a dataset of NCI-60 drug combinations with 297,098 pairs across 59 cell lines. (1) Drug 1: C1=CC(=CC=C1CCC2=CNC3=C2C(=O)NC(=N3)N)C(=O)NC(CCC(=O)O)C(=O)O. Drug 2: CN(CCCl)CCCl.Cl. Cell line: SF-295. Synergy scores: CSS=35.6, Synergy_ZIP=-0.755, Synergy_Bliss=0.510, Synergy_Loewe=-3.59, Synergy_HSA=2.43. (2) Drug 1: CN(C(=O)NC(C=O)C(C(C(CO)O)O)O)N=O. Drug 2: CC12CCC3C(C1CCC2OP(=O)(O)O)CCC4=C3C=CC(=C4)OC(=O)N(CCCl)CCCl.[Na+]. Cell line: M14. Synergy scores: CSS=-0.458, Synergy_ZIP=0.0281, Synergy_Bliss=0.484, Synergy_Loewe=-2.79, Synergy_HSA=-3.20. (3) Drug 1: CC12CCC(CC1=CCC3C2CCC4(C3CC=C4C5=CN=CC=C5)C)O. Drug 2: C1CCN(CC1)CCOC2=CC=C(C=C2)C(=O)C3=C(SC4=C3C=CC(=C4)O)C5=CC=C(C=C5)O. Cell line: IGROV1. Synergy scores: CSS=-0.767, Synergy_ZIP=-0.234, Synergy_Bliss=-2.16, Synergy_Loewe=-4.82, Synergy_HSA=-2.92. (4) Drug 1: CC1C(C(CC(O1)OC2CC(CC3=C2C(=C4C(=C3O)C(=O)C5=C(C4=O)C(=CC=C5)OC)O)(C(=O)C)O)N)O.Cl. Drug 2: CN(CCCl)CCCl.Cl. Cell line: SK-MEL-2. Synergy scores: CSS=-4.68, Synergy_ZIP=-2.87, Synergy_Bliss=-2.13, Synergy_Loewe=-13.2, Synergy_HSA=-6.89. (5) Drug 1: CNC(=O)C1=NC=CC(=C1)OC2=CC=C(C=C2)NC(=O)NC3=CC(=C(C=C3)Cl)C(F)(F)F. Drug 2: C1=CN(C=N1)CC(O)(P(=O)(O)O)P(=O)(O)O. Cell line: NCI-H522. Synergy scores: CSS=3.19, Synergy_ZIP=-0.656, Synergy_Bliss=1.78, Synergy_Loewe=1.12, Synergy_HSA=1.33.